The task is: Predict which catalyst facilitates the given reaction.. This data is from Catalyst prediction with 721,799 reactions and 888 catalyst types from USPTO. Reactant: C([Sn](CCCC)(CCCC)[C:6]1[N:10]([C:11]2[CH:18]=[CH:17][C:14]([C:15]#[N:16])=[CH:13][CH:12]=2)[N:9]=[N:8][CH:7]=1)CCC.[CH3:27][NH:28][C:29]([C:31]1[C:32](=[O:49])[N:33]([C:39]2[CH:44]=[CH:43][CH:42]=[C:41]([C:45]([F:48])([F:47])[F:46])[CH:40]=2)[C:34]([CH3:38])=[C:35](I)[CH:36]=1)=[O:30]. Product: [CH3:27][NH:28][C:29]([C:31]1[C:32](=[O:49])[N:33]([C:39]2[CH:44]=[CH:43][CH:42]=[C:41]([C:45]([F:48])([F:46])[F:47])[CH:40]=2)[C:34]([CH3:38])=[C:35]([C:6]2[N:10]([C:11]3[CH:12]=[CH:13][C:14]([C:15]#[N:16])=[CH:17][CH:18]=3)[N:9]=[N:8][CH:7]=2)[CH:36]=1)=[O:30]. The catalyst class is: 57.